From a dataset of Reaction yield outcomes from USPTO patents with 853,638 reactions. Predict the reaction yield, written as a fraction of the theoretical maximum amount of product (1.0 means a 100% yield; for example, 0.34 means a 34% yield). (1) The product is [Br:18][C:13]1[N:12]=[C:11]([C@:2]2([CH3:10])[CH2:3][C@@H:4]([C:5]([F:6])([F:7])[F:8])[O:9][C:20]([NH2:21])=[N:1]2)[C:16]([F:17])=[CH:15][CH:14]=1. The yield is 0.350. The catalyst is C(O)C.C(#N)C. The reactants are [NH2:1][C@@:2]([C:11]1[C:16]([F:17])=[CH:15][CH:14]=[C:13]([Br:18])[N:12]=1)([CH3:10])[CH2:3][C@H:4]([OH:9])[C:5]([F:8])([F:7])[F:6].Br[C:20]#[N:21]. (2) The reactants are [C:1]([C:4]([C@@H:17]1[CH2:21][CH2:20][NH:19][CH2:18]1)([C:11]1[CH:16]=[CH:15][CH:14]=[CH:13][CH:12]=1)[C:5]1[CH:10]=[CH:9][CH:8]=[CH:7][CH:6]=1)(=[O:3])[NH2:2].[CH3:22][O:23][CH:24]([O:32][CH3:33])[CH2:25][CH2:26][CH2:27][CH2:28][CH2:29][CH:30]=O.C(O[BH-](OC(=O)C)OC(=O)C)(=O)C.[Na+]. The catalyst is ClCCl. The product is [C:1]([C:4]([C@@H:17]1[CH2:21][CH2:20][N:19]([CH2:30][CH2:29][CH2:28][CH2:27][CH2:26][CH2:25][CH:24]([O:23][CH3:22])[O:32][CH3:33])[CH2:18]1)([C:11]1[CH:12]=[CH:13][CH:14]=[CH:15][CH:16]=1)[C:5]1[CH:10]=[CH:9][CH:8]=[CH:7][CH:6]=1)(=[O:3])[NH2:2]. The yield is 0.720.